Dataset: Full USPTO retrosynthesis dataset with 1.9M reactions from patents (1976-2016). Task: Predict the reactants needed to synthesize the given product. (1) Given the product [CH2:8]([O:10][C:11]([CH:13]1[CH2:30][N:17]2[CH2:18][CH2:19][C:20]3[C:25]([CH:16]2[CH2:15][CH:14]1[NH:31][C:39]([O:38][C:34]([CH3:37])([CH3:36])[CH3:35])=[O:40])=[CH:24][C:23]([O:26][CH3:27])=[C:22]([O:28][CH3:29])[CH:21]=3)=[O:12])[CH3:9], predict the reactants needed to synthesize it. The reactants are: FC(F)(F)C(O)=O.[CH2:8]([O:10][C:11]([C:13]1[CH2:30][N:17]2[CH2:18][CH2:19][C:20]3[C:25]([CH:16]2[CH2:15][C:14]=1[NH2:31])=[CH:24][C:23]([O:26][CH3:27])=[C:22]([O:28][CH3:29])[CH:21]=3)=[O:12])[CH3:9].[BH4-].[Na+].[C:34]([O:38][C:39](O[C:39]([O:38][C:34]([CH3:37])([CH3:36])[CH3:35])=[O:40])=[O:40])([CH3:37])([CH3:36])[CH3:35]. (2) Given the product [Br:1][C:2]1[CH:10]=[C:9]2[C:5]([C:6]([C:32]3[CH:33]=[CH:34][C:29]([C:27]([O:26][CH3:25])=[O:28])=[CH:30][CH:31]=3)=[N:7][N:8]2[C:11](=[O:12])[C:13]2[C:18]([C:19]([F:22])([F:21])[F:20])=[CH:17][CH:16]=[CH:15][C:14]=2[Cl:23])=[CH:4][CH:3]=1, predict the reactants needed to synthesize it. The reactants are: [Br:1][C:2]1[CH:10]=[C:9]2[C:5]([C:6](I)=[N:7][N:8]2[C:11]([C:13]2[C:18]([C:19]([F:22])([F:21])[F:20])=[CH:17][CH:16]=[CH:15][C:14]=2[Cl:23])=[O:12])=[CH:4][CH:3]=1.[CH3:25][O:26][C:27]([C:29]1[CH:34]=[CH:33][C:32](B(O)O)=[CH:31][CH:30]=1)=[O:28].[F-].[K+].O1CCOCC1. (3) Given the product [CH:1]1[CH:6]=[C:5]2[C:7]([C:9]3[CH:10]=[CH:11][C:12]([OH:18])=[C:13]([OH:17])[C:14]=3[C:15](=[O:16])[C:4]2=[CH:3][CH:2]=1)=[O:8], predict the reactants needed to synthesize it. The reactants are: [CH:1]1[CH:2]=[CH:3][C:4]2[C:15](=[O:16])[C:14]3[C:9](=[CH:10][C:11](S([O-])(=O)=O)=[C:12]([OH:18])[C:13]=3[OH:17])[C:7](=[O:8])[C:5]=2[CH:6]=1.[Na+].[Na+].[Cl-].C=O. (4) Given the product [CH3:13][O:12][C:9]1[CH:10]=[C:11]2[C:6](=[CH:7][C:8]=1[O:14][CH2:15][CH:16]1[CH2:21][CH2:20][N:19]([CH2:22][CH2:23][S:24]([CH3:27])(=[O:26])=[O:25])[CH2:18][CH2:17]1)[N:5]=[CH:4][N:3]=[C:2]2[O:28][C:29]1[CH:38]=[C:37]2[C:32]([CH:33]=[CH:34][CH:35]=[N:36]2)=[CH:31][CH:30]=1, predict the reactants needed to synthesize it. The reactants are: Cl[C:2]1[C:11]2[C:6](=[CH:7][C:8]([O:14][CH2:15][CH:16]3[CH2:21][CH2:20][N:19]([CH2:22][CH2:23][S:24]([CH3:27])(=[O:26])=[O:25])[CH2:18][CH2:17]3)=[C:9]([O:12][CH3:13])[CH:10]=2)[N:5]=[CH:4][N:3]=1.[OH:28][C:29]1[CH:38]=[C:37]2[C:32]([CH:33]=[CH:34][CH:35]=[N:36]2)=[CH:31][CH:30]=1.C(=O)([O-])[O-].[K+].[K+]. (5) Given the product [F:23][C:2]([F:1])([F:22])[C:3]1[CH:17]=[C:16]([C:18]([F:21])([F:20])[F:19])[CH:15]=[CH:14][C:4]=1[CH2:5][N:6]1[CH2:11][CH2:10][CH:9](/[CH:12]=[C:36]2/[C:32]([NH:31][CH2:30][C:26]3([CH2:25][OH:24])[CH2:29][CH2:28][CH2:27]3)=[N:33][C:34](=[O:37])[S:35]/2)[CH2:8][CH2:7]1, predict the reactants needed to synthesize it. The reactants are: [F:1][C:2]([F:23])([F:22])[C:3]1[CH:17]=[C:16]([C:18]([F:21])([F:20])[F:19])[CH:15]=[CH:14][C:4]=1[CH2:5][N:6]1[CH2:11][CH2:10][CH:9]([CH:12]=O)[CH2:8][CH2:7]1.[OH:24][CH2:25][C:26]1([CH2:30][NH:31][C:32]2[CH2:36][S:35][C:34](=[O:37])[N:33]=2)[CH2:29][CH2:28][CH2:27]1.C([O-])(=O)C.[NH2+]1CCCCC1. (6) Given the product [CH3:1][O:2][C:3](=[O:25])[C@H:4]([CH2:10][CH2:11][CH2:12][CH2:13][NH:14][C:15]([O:17][CH2:18][C:19]1[CH:20]=[CH:21][CH:22]=[CH:23][CH:24]=1)=[O:16])[N:5]([CH2:6][CH:7]([CH3:9])[CH3:8])[S:33]([C:30]1[CH:31]=[CH:32][C:27]([CH3:26])=[CH:28][CH:29]=1)(=[O:35])=[O:34], predict the reactants needed to synthesize it. The reactants are: [CH3:1][O:2][C:3](=[O:25])[C@H:4]([CH2:10][CH2:11][CH2:12][CH2:13][NH:14][C:15]([O:17][CH2:18][C:19]1[CH:24]=[CH:23][CH:22]=[CH:21][CH:20]=1)=[O:16])[NH:5][CH2:6][CH:7]([CH3:9])[CH3:8].[CH3:26][C:27]1[CH:32]=[CH:31][C:30]([S:33](Cl)(=[O:35])=[O:34])=[CH:29][CH:28]=1.C(N(C(C)C)CC)(C)C.Cl.